Dataset: Reaction yield outcomes from USPTO patents with 853,638 reactions. Task: Predict the reaction yield, written as a fraction of the theoretical maximum amount of product (1.0 means a 100% yield; for example, 0.34 means a 34% yield). (1) The reactants are [CH3:1][O:2][C:3](=[O:21])[C:4]1[CH:9]=[CH:8][CH:7]=[C:6]([NH:10][C:11]2[N:19]=[C:18]([Cl:20])[N:17]=[C:16]3[C:12]=2[N:13]=[CH:14][NH:15]3)[CH:5]=1.C([O-])([O-])=O.[K+].[K+].CN(C=O)C.[CH2:33](I)[CH3:34]. The yield is 0.690. The catalyst is O.CCOC(C)=O. The product is [CH3:1][O:2][C:3](=[O:21])[C:4]1[CH:9]=[CH:8][CH:7]=[C:6]([NH:10][C:11]2[N:19]=[C:18]([Cl:20])[N:17]=[C:16]3[C:12]=2[N:13]=[CH:14][N:15]3[CH2:33][CH3:34])[CH:5]=1. (2) The yield is 0.150. No catalyst specified. The reactants are [O:1]=[C:2]1[CH:8]([CH2:9][C:10]([O:12]C)=[O:11])[CH2:7][C:6]2[CH:14]=[CH:15][C:16]([O:18][CH2:19][CH2:20][CH2:21][N:22]([C:24]3[CH:29]=[CH:28][CH:27]=[CH:26][N:25]=3)[CH3:23])=[CH:17][C:5]=2[CH2:4][N:3]1[CH2:30][C:31]1[CH:36]=[CH:35][C:34]([C:37]([F:40])([F:39])[F:38])=[CH:33][CH:32]=1.N1C=CC=CC=1NCCCOC1C=CC2CC(CC(OC)=O)C(=O)N(C)CC=2C=1.C(C(O)=O)(F)(F)F.O. The product is [O:1]=[C:2]1[CH:8]([CH2:9][C:10]([OH:12])=[O:11])[CH2:7][C:6]2[CH:14]=[CH:15][C:16]([O:18][CH2:19][CH2:20][CH2:21][N:22]([C:24]3[CH:29]=[CH:28][CH:27]=[CH:26][N:25]=3)[CH3:23])=[CH:17][C:5]=2[CH2:4][N:3]1[CH2:30][C:31]1[CH:32]=[CH:33][C:34]([C:37]([F:40])([F:38])[F:39])=[CH:35][CH:36]=1. (3) The reactants are [NH2:1][C:2]1[CH:7]=[CH:6][C:5]([S:8]([N:11]2[CH2:15][CH2:14][S:13][CH:12]2[C:16]([O:18][C@H:19]([C:30]2[CH:35]=[CH:34][C:33]([O:36][CH:37]([F:39])[F:38])=[C:32]([O:40][CH2:41][CH:42]3[CH2:44][CH2:43]3)[CH:31]=2)[CH2:20][C:21]2[C:26]([Cl:27])=[CH:25][N+:24]([O-:28])=[CH:23][C:22]=2[Cl:29])=[O:17])(=[O:10])=[O:9])=[CH:4][CH:3]=1.N1C=CC=CC=1.[CH3:51][S:52](Cl)(=[O:54])=[O:53]. The catalyst is C(Cl)Cl. The product is [Cl:27][C:26]1[CH:25]=[N+:24]([O-:28])[CH:23]=[C:22]([Cl:29])[C:21]=1[CH2:20][C@@H:19]([C:30]1[CH:35]=[CH:34][C:33]([O:36][CH:37]([F:38])[F:39])=[C:32]([O:40][CH2:41][CH:42]2[CH2:44][CH2:43]2)[CH:31]=1)[O:18][C:16]([CH:12]1[N:11]([S:8]([C:5]2[CH:4]=[CH:3][C:2]([NH:1][S:52]([CH3:51])(=[O:54])=[O:53])=[CH:7][CH:6]=2)(=[O:10])=[O:9])[CH2:15][CH2:14][S:13]1)=[O:17]. The yield is 0.560. (4) The reactants are [Cl:1][C:2]1[CH:3]=[CH:4][C:5]([NH:8][C:9](=[O:35])[C:10]2[CH:15]=[CH:14][CH:13]=[CH:12][C:11]=2[NH:16][C:17](=[O:34])[C:18]2[CH:23]=[CH:22][C:21]([C:24]3([CH3:29])OCC[O:25]3)=[CH:20][C:19]=2[O:30][CH2:31][O:32][CH3:33])=[N:6][CH:7]=1.Cl. The catalyst is C1COCC1. The product is [C:24]([C:21]1[CH:22]=[CH:23][C:18]([C:17]([NH:16][C:11]2[CH:12]=[CH:13][CH:14]=[CH:15][C:10]=2[C:9]([NH:8][C:5]2[CH:4]=[CH:3][C:2]([Cl:1])=[CH:7][N:6]=2)=[O:35])=[O:34])=[C:19]([O:30][CH2:31][O:32][CH3:33])[CH:20]=1)(=[O:25])[CH3:29]. The yield is 0.960.